The task is: Predict the reactants needed to synthesize the given product.. This data is from Full USPTO retrosynthesis dataset with 1.9M reactions from patents (1976-2016). Given the product [CH3:9][O:8][C:1](=[O:7])[CH:2]=[CH:3][CH:4]=[CH:5][CH2:6][Br:10], predict the reactants needed to synthesize it. The reactants are: [C:1]([O:8][CH3:9])(=[O:7])/[CH:2]=[CH:3]/[CH:4]=[CH:5]/[CH3:6].[Br:10]N1C(=O)CCC1=O.